Dataset: Catalyst prediction with 721,799 reactions and 888 catalyst types from USPTO. Task: Predict which catalyst facilitates the given reaction. (1) Reactant: [Cl:1][C:2]1[CH:3]=[C:4]([CH:27]=[CH:28][C:29]=1[O:30][CH3:31])[CH2:5][NH:6][C:7]1[C:16]2[C:11](=[CH:12][CH:13]=[C:14]([C:17]#[N:18])[CH:15]=2)[C:10]([C:19]#[C:20][C:21]2([OH:26])[CH2:25][CH2:24][CH2:23][CH2:22]2)=[N:9][N:8]=1.[H][H]. The catalyst class is: 312. Product: [Cl:1][C:2]1[CH:3]=[C:4]([CH:27]=[CH:28][C:29]=1[O:30][CH3:31])[CH2:5][NH:6][C:7]1[C:16]2[C:11](=[CH:12][CH:13]=[C:14]([C:17]#[N:18])[CH:15]=2)[C:10]([CH2:19][CH2:20][C:21]2([OH:26])[CH2:25][CH2:24][CH2:23][CH2:22]2)=[N:9][N:8]=1. (2) Reactant: [CH3:1][O:2][C:3](=[O:14])[C:4]1[CH:9]=[CH:8][C:7]([N+:10]([O-:12])=[O:11])=[C:6]([OH:13])[CH:5]=1.I[CH:16]([CH3:18])[CH3:17].C(=O)([O-])[O-].[Cs+].[Cs+].CN(C)C=O. Product: [CH3:1][O:2][C:3](=[O:14])[C:4]1[CH:9]=[CH:8][C:7]([N+:10]([O-:12])=[O:11])=[C:6]([O:13][CH:16]([CH3:18])[CH3:17])[CH:5]=1. The catalyst class is: 6. (3) Reactant: [OH:1][C:2]1[CH:7]=[CH:6][C:5]([C:8]2[N:9]=[C:10]3[CH:15]=[CH:14][C:13]([I:16])=[CH:12][N:11]3[CH:17]=2)=[CH:4][CH:3]=1.C(=O)([O-])[O-].[K+].[K+].Br[CH2:25][CH2:26][CH2:27][O:28][Si:29]([C:32]([CH3:35])([CH3:34])[CH3:33])([CH3:31])[CH3:30].[Cl-].[Na+]. Product: [O:28]([CH2:27][CH2:26][CH2:25][O:1][C:2]1[CH:3]=[CH:4][C:5]([C:8]2[N:9]=[C:10]3[CH:15]=[CH:14][C:13]([I:16])=[CH:12][N:11]3[CH:17]=2)=[CH:6][CH:7]=1)[Si:29]([C:32]([CH3:34])([CH3:33])[CH3:35])([CH3:30])[CH3:31]. The catalyst class is: 9. (4) Reactant: [NH2:1][C:2]1[C:3]([C:21](=[O:23])[NH2:22])=[N:4][C:5]([CH:8]2[CH2:13][CH2:12][N:11](C(OC(C)(C)C)=O)[CH2:10][CH2:9]2)=[N:6][CH:7]=1.Cl. Product: [NH2:1][C:2]1[C:3]([C:21]([NH2:22])=[O:23])=[N:4][C:5]([CH:8]2[CH2:9][CH2:10][NH:11][CH2:12][CH2:13]2)=[N:6][CH:7]=1. The catalyst class is: 5. (5) Reactant: Cl[C:2]1[N:3]=[C:4]([S:13][CH3:14])[N:5]=[N:6][C:7]=1[C:8]([O:10][CH2:11][CH3:12])=[O:9].[NH2:15][C:16]1[CH:17]=[N:18][CH:19]=[C:20]([F:22])[CH:21]=1.CCN(C(C)C)C(C)C.CCOC(C)=O. Product: [F:22][C:20]1[CH:21]=[C:16]([NH:15][C:2]2[N:3]=[C:4]([S:13][CH3:14])[N:5]=[N:6][C:7]=2[C:8]([O:10][CH2:11][CH3:12])=[O:9])[CH:17]=[N:18][CH:19]=1. The catalyst class is: 3. (6) Reactant: [CH3:1][C:2]1[CH:10]=[C:9]2[C:5]([CH2:6][CH2:7][NH:8]2)=[CH:4][CH:3]=1.O=[CH:12][C:13]1[CH:21]=[CH:20][C:17]([O:18][CH3:19])=[C:15]([OH:16])[CH:14]=1.C(O[BH-](OC(=O)C)OC(=O)C)(=O)C.[Na+]. Product: [CH3:19][O:18][C:17]1[CH:20]=[CH:21][C:13]([CH2:12][N:8]2[C:9]3[C:5](=[CH:4][CH:3]=[C:2]([CH3:1])[CH:10]=3)[CH2:6][CH2:7]2)=[CH:14][C:15]=1[OH:16]. The catalyst class is: 4. (7) The catalyst class is: 82. Product: [Br:1][C:2]1[CH:11]=[C:10]2[C:5]([C:6](=[O:12])[NH:7][CH:8]=[N:9]2)=[CH:4][C:3]=1[N+:13]([O-:15])=[O:14]. Reactant: [Br:1][C:2]1[CH:11]=[C:10]2[C:5]([C:6](=[O:12])[NH:7][CH:8]=[N:9]2)=[CH:4][CH:3]=1.[N+:13]([O-])([OH:15])=[O:14]. (8) Reactant: [Si:1]([O:8][C@@H:9]1[C@@:29]2([CH3:30])[C:13](=[CH:14][CH:15]=[C:16]3[C@@H:28]2[CH2:27][CH2:26][C@@:25]2([CH3:31])[C@H:17]3[CH2:18][CH:19]=[C:20]2[C:21]([OH:24])([CH3:23])[CH3:22])[CH2:12][C@@H:11]([O:32][Si:33]([C:36]([CH3:39])([CH3:38])[CH3:37])([CH3:35])[CH3:34])[CH2:10]1)([C:4]([CH3:7])([CH3:6])[CH3:5])([CH3:3])[CH3:2].[H-].[Na+].Br[CH2:43][CH:44]1[O:48][C:45]1([CH3:47])[CH3:46].CCC(C)[BH-](C(C)CC)C(C)CC.[Li+].O1CCCC1.[OH-].[Na+].OO. Product: [Si:1]([O:8][C@@H:9]1[C@@:29]2([CH3:30])[C:13](=[CH:14][CH:15]=[C:16]3[C@@H:28]2[CH2:27][CH2:26][C@@:25]2([CH3:31])[C@H:17]3[CH2:18][CH:19]=[C:20]2[C:21]([O:24][CH2:43][CH2:44][C:45]([OH:48])([CH3:47])[CH3:46])([CH3:23])[CH3:22])[CH2:12][C@@H:11]([O:32][Si:33]([C:36]([CH3:39])([CH3:38])[CH3:37])([CH3:34])[CH3:35])[CH2:10]1)([C:4]([CH3:7])([CH3:6])[CH3:5])([CH3:3])[CH3:2]. The catalyst class is: 54. (9) Reactant: [F:1][C:2]1([F:21])[CH2:7][CH2:6][N:5]([C:8]2[CH:17]=[N:16][CH:15]=[C:14]3[C:9]=2[CH:10]=[C:11]([C:18](O)=[O:19])[CH:12]=[N:13]3)[CH2:4][CH2:3]1.C(N1C=CN=C1)([N:24]1C=CN=C1)=O.[Cl-].[NH4+].C(N(CC)CC)C. Product: [F:1][C:2]1([F:21])[CH2:7][CH2:6][N:5]([C:8]2[CH:17]=[N:16][CH:15]=[C:14]3[C:9]=2[CH:10]=[C:11]([C:18]([NH2:24])=[O:19])[CH:12]=[N:13]3)[CH2:4][CH2:3]1. The catalyst class is: 4.